From a dataset of Catalyst prediction with 721,799 reactions and 888 catalyst types from USPTO. Predict which catalyst facilitates the given reaction. (1) Reactant: Cl[C:2]1[CH:7]=[CH:6][C:5]([C:8]([F:11])([F:10])[F:9])=[CH:4][N:3]=1.[CH3:12][N:13]1CCCC1=O.CN. Product: [CH3:12][NH:13][C:2]1[CH:7]=[CH:6][C:5]([C:8]([F:11])([F:10])[F:9])=[CH:4][N:3]=1. The catalyst class is: 6. (2) Reactant: CC1C=CC(S([O:11][C@H:12]2[C@@:16]3([CH3:22])[O:17][C:18]([CH3:21])([CH3:20])[O:19][CH:15]3[O:14][C@@H:13]2[CH2:23][O:24][Si:25]([C:38]([CH3:41])([CH3:40])[CH3:39])([C:32]2[CH:37]=[CH:36][CH:35]=[CH:34][CH:33]=2)[C:26]2[CH:31]=[CH:30][CH:29]=[CH:28][CH:27]=2)(=O)=O)=CC=1. Product: [Si:25]([O:24][CH2:23][C@H:13]1[O:14][CH:15]2[C@:16]([CH3:22])([O:17][C:18]([CH3:21])([CH3:20])[O:19]2)[C@@H:12]1[OH:11])([C:38]([CH3:41])([CH3:40])[CH3:39])([C:32]1[CH:33]=[CH:34][CH:35]=[CH:36][CH:37]=1)[C:26]1[CH:31]=[CH:30][CH:29]=[CH:28][CH:27]=1. The catalyst class is: 1. (3) Reactant: [N+]([O-])([O-])=O.[Ce+4].[NH4+].[N+]([O-])([O-])=O.[N+]([O-])([O-])=O.[N+]([O-])([O-])=O.[N+]([O-])([O-])=O.[Cl:23][C:24]1[CH:29]=[CH:28][C:27]([Cl:30])=[CH:26][C:25]=1[CH:31]1[CH2:36][C:35](=[O:37])[N:34]([CH2:38][C:39]([O:41]C(C)(C)C)=[O:40])[C:33]2[CH2:46][CH2:47][C:48](=[O:49])[C:32]1=2. Product: [Cl:23][C:24]1[CH:29]=[CH:28][C:27]([Cl:30])=[CH:26][C:25]=1[CH:31]1[CH2:36][C:35](=[O:37])[N:34]([CH2:38][C:39]([OH:41])=[O:40])[C:33]2[CH2:46][CH2:47][C:48](=[O:49])[C:32]1=2. The catalyst class is: 283.